From a dataset of NCI-60 drug combinations with 297,098 pairs across 59 cell lines. Regression. Given two drug SMILES strings and cell line genomic features, predict the synergy score measuring deviation from expected non-interaction effect. (1) Drug 1: C1=NC2=C(N1)C(=S)N=C(N2)N. Drug 2: C1CCC(C(C1)N)N.C(=O)(C(=O)[O-])[O-].[Pt+4]. Cell line: NCI-H522. Synergy scores: CSS=24.4, Synergy_ZIP=-9.08, Synergy_Bliss=-4.56, Synergy_Loewe=-6.22, Synergy_HSA=-2.42. (2) Drug 1: C1CC(C1)(C(=O)O)C(=O)O.[NH2-].[NH2-].[Pt+2]. Drug 2: CC1CCC2CC(C(=CC=CC=CC(CC(C(=O)C(C(C(=CC(C(=O)CC(OC(=O)C3CCCCN3C(=O)C(=O)C1(O2)O)C(C)CC4CCC(C(C4)OC)OCCO)C)C)O)OC)C)C)C)OC. Cell line: OVCAR-5. Synergy scores: CSS=14.1, Synergy_ZIP=-3.95, Synergy_Bliss=-1.36, Synergy_Loewe=-25.7, Synergy_HSA=-2.24. (3) Drug 1: C1=NC2=C(N1)C(=S)N=C(N2)N. Drug 2: C(=O)(N)NO. Cell line: M14. Synergy scores: CSS=35.9, Synergy_ZIP=-5.90, Synergy_Bliss=-1.43, Synergy_Loewe=-64.8, Synergy_HSA=-4.79. (4) Drug 1: CC1OCC2C(O1)C(C(C(O2)OC3C4COC(=O)C4C(C5=CC6=C(C=C35)OCO6)C7=CC(=C(C(=C7)OC)O)OC)O)O. Drug 2: CC(C)(C#N)C1=CC(=CC(=C1)CN2C=NC=N2)C(C)(C)C#N. Cell line: ACHN. Synergy scores: CSS=52.7, Synergy_ZIP=-3.41, Synergy_Bliss=-2.97, Synergy_Loewe=-3.79, Synergy_HSA=-1.85. (5) Drug 1: CC=C1C(=O)NC(C(=O)OC2CC(=O)NC(C(=O)NC(CSSCCC=C2)C(=O)N1)C(C)C)C(C)C. Drug 2: CC1C(C(CC(O1)OC2CC(CC3=C2C(=C4C(=C3O)C(=O)C5=C(C4=O)C(=CC=C5)OC)O)(C(=O)CO)O)N)O.Cl. Cell line: SK-MEL-5. Synergy scores: CSS=66.9, Synergy_ZIP=-0.647, Synergy_Bliss=-1.52, Synergy_Loewe=-4.42, Synergy_HSA=-0.0129. (6) Drug 1: CC(CN1CC(=O)NC(=O)C1)N2CC(=O)NC(=O)C2. Drug 2: CC=C1C(=O)NC(C(=O)OC2CC(=O)NC(C(=O)NC(CSSCCC=C2)C(=O)N1)C(C)C)C(C)C. Cell line: SK-MEL-5. Synergy scores: CSS=63.0, Synergy_ZIP=1.32, Synergy_Bliss=0.940, Synergy_Loewe=-24.2, Synergy_HSA=4.07. (7) Drug 1: C1=C(C(=O)NC(=O)N1)N(CCCl)CCCl. Drug 2: CC1=C(C(CCC1)(C)C)C=CC(=CC=CC(=CC(=O)O)C)C. Cell line: MCF7. Synergy scores: CSS=34.4, Synergy_ZIP=-7.09, Synergy_Bliss=-1.67, Synergy_Loewe=-4.80, Synergy_HSA=3.29. (8) Drug 1: CC(CN1CC(=O)NC(=O)C1)N2CC(=O)NC(=O)C2. Drug 2: CC1CCC2CC(C(=CC=CC=CC(CC(C(=O)C(C(C(=CC(C(=O)CC(OC(=O)C3CCCCN3C(=O)C(=O)C1(O2)O)C(C)CC4CCC(C(C4)OC)O)C)C)O)OC)C)C)C)OC. Cell line: SK-OV-3. Synergy scores: CSS=24.5, Synergy_ZIP=-4.44, Synergy_Bliss=-6.70, Synergy_Loewe=-10.1, Synergy_HSA=-3.20. (9) Drug 1: C1CNP(=O)(OC1)N(CCCl)CCCl. Drug 2: C(CCl)NC(=O)N(CCCl)N=O. Cell line: EKVX. Synergy scores: CSS=0.808, Synergy_ZIP=2.51, Synergy_Bliss=5.11, Synergy_Loewe=-1.01, Synergy_HSA=-0.693.